From a dataset of Full USPTO retrosynthesis dataset with 1.9M reactions from patents (1976-2016). Predict the reactants needed to synthesize the given product. (1) Given the product [O:48]([CH2:47][CH2:46][S:45][CH2:44][C:39]1[CH:40]=[CH:41][CH:42]=[CH:43][C:38]=1[C:33]1[C:32]([C:30]([OH:31])=[O:29])=[CH:37][CH:36]=[CH:35][CH:34]=1)[C:49]1[CH:50]=[CH:51][CH:52]=[CH:53][CH:54]=1, predict the reactants needed to synthesize it. The reactants are: O(CCSCC1C=CC(C2C=CC=C(C(O)=O)C=2)=CC=1)C1C=CC=CC=1.C([O:29][C:30]([C:32]1[C:33]([C:38]2[CH:43]=[CH:42][CH:41]=[CH:40][C:39]=2[CH2:44][S:45][CH2:46][CH2:47][O:48][C:49]2[CH:54]=[CH:53][CH:52]=[CH:51][CH:50]=2)=[CH:34][CH:35]=[CH:36][CH:37]=1)=[O:31])C.[OH-].[Li+]. (2) Given the product [CH3:13][O:14][C:15]([C:17]1([CH:23]([OH:25])[CH3:24])[CH2:22][CH2:21][S:20][CH2:19][CH2:18]1)=[O:16], predict the reactants needed to synthesize it. The reactants are: C(NC(C)C)(C)C.C([Li])CCC.[CH3:13][O:14][C:15]([CH:17]1[CH2:22][CH2:21][S:20][CH2:19][CH2:18]1)=[O:16].[CH:23](=[O:25])[CH3:24]. (3) Given the product [Cl:13][CH2:14]/[C:15](/[C:25]1[CH:30]=[CH:29][C:28]([F:31])=[CH:27][C:26]=1[F:32])=[CH:16]\[C:17]1[CH:22]=[CH:21][C:20]([Cl:23])=[CH:19][CH:18]=1, predict the reactants needed to synthesize it. The reactants are: C(OC(=O)C)(=O)C.S(=O)(=O)(O)O.[Cl:13][CH2:14][C:15]([C:25]1[CH:30]=[CH:29][C:28]([F:31])=[CH:27][C:26]=1[F:32])(O)[CH2:16][C:17]1[CH:22]=[CH:21][C:20]([Cl:23])=[CH:19][CH:18]=1.[Cl-].[Na+].[OH-].[Na+]. (4) The reactants are: [C:18]1(P([C:14]2[CH:19]=[CH:18][CH:17]=[CH:16]C=2)[C:18]2[CH:19]=[CH:14]C=[CH:16][CH:17]=2)[CH:19]=[CH:14]C=[CH:16][CH:17]=1.[CH:20](O)=[O:21].C([O:26][CH2:27][CH3:28])(=O)C. Given the product [CH3:14][C:19]1[CH:28]=[C:27]([OH:26])[CH:16]=[CH:17][C:18]=1[CH:20]=[O:21], predict the reactants needed to synthesize it. (5) The reactants are: [OH:1][CH2:2][CH2:3][O:4][C:5]1[CH:18]=[CH:17][C:16]2[S:15][C:14]3[C:9](=[CH:10][CH:11]=[CH:12][CH:13]=3)[CH:8]([OH:19])[C:7]=2[CH:6]=1.[C:20](O[C:20](=[O:24])[C:21]([CH3:23])=[CH2:22])(=[O:24])[C:21]([CH3:23])=[CH2:22].C(N(CC)CC)C.O. Given the product [OH:19][CH:8]1[C:7]2[CH:6]=[C:5]([O:4][CH2:3][CH2:2][O:1][C:20](=[O:24])[C:21]([CH3:23])=[CH2:22])[CH:18]=[CH:17][C:16]=2[S:15][C:14]2[C:9]1=[CH:10][CH:11]=[CH:12][CH:13]=2, predict the reactants needed to synthesize it. (6) The reactants are: [CH2:1]([N:8]1[CH2:12][CH:11]([N:13](C(OC(C)(C)C)=O)[CH2:14][C:15]2[CH:20]=[CH:19][C:18]([F:21])=[CH:17][C:16]=2[F:22])[CH2:10][CH:9]1[C:30](O)=[O:31])[C:2]1[CH:7]=[CH:6][CH:5]=[CH:4][CH:3]=1.[F:33][C:34]1[CH:39]=[CH:38][CH:37]=[CH:36][C:35]=1[N:40]1[CH2:45][CH2:44][NH:43][CH2:42][CH2:41]1. Given the product [CH2:1]([N:8]1[CH2:12][C@@H:11]([NH:13][CH2:14][C:15]2[CH:20]=[CH:19][C:18]([F:21])=[CH:17][C:16]=2[F:22])[CH2:10][C@H:9]1[C:30]([N:43]1[CH2:44][CH2:45][N:40]([C:35]2[CH:36]=[CH:37][CH:38]=[CH:39][C:34]=2[F:33])[CH2:41][CH2:42]1)=[O:31])[C:2]1[CH:7]=[CH:6][CH:5]=[CH:4][CH:3]=1, predict the reactants needed to synthesize it. (7) Given the product [C:26]1([CH2:25][O:24][C:21]2[CH:22]=[CH:23][C:18]([O:17][CH2:16][CH2:15][O:14][CH2:13][CH2:12][N:48]([C:49]([O:51][C:52]([CH3:55])([CH3:54])[CH3:53])=[O:50])[C:46]([O:45][C:42]([CH3:41])([CH3:43])[CH3:44])=[O:47])=[CH:19][C:20]=2[C:32]([NH:34][C:35]2[CH:36]=[N:37][CH:38]=[CH:39][CH:40]=2)=[O:33])[CH:27]=[CH:28][CH:29]=[CH:30][CH:31]=1, predict the reactants needed to synthesize it. The reactants are: CC1C=CC(S(O[CH2:12][CH2:13][O:14][CH2:15][CH2:16][O:17][C:18]2[CH:23]=[CH:22][C:21]([O:24][CH2:25][C:26]3[CH:31]=[CH:30][CH:29]=[CH:28][CH:27]=3)=[C:20]([C:32]([NH:34][C:35]3[CH:36]=[N:37][CH:38]=[CH:39][CH:40]=3)=[O:33])[CH:19]=2)(=O)=O)=CC=1.[CH3:41][C:42]([O:45][C:46]([NH:48][C:49]([O:51][C:52]([CH3:55])([CH3:54])[CH3:53])=[O:50])=[O:47])([CH3:44])[CH3:43].C([O-])([O-])=O.[Cs+].[Cs+]. (8) Given the product [N:2]12[CH2:9][CH2:8][CH:5]([CH2:6][CH2:7]1)[CH:4]([C:10]([O:12][CH:35]([C:30]1[CH:31]=[CH:32][C:33]([F:34])=[C:28]([F:27])[CH:29]=1)[C:37]1[CH:38]=[CH:39][CH:40]=[CH:41][CH:42]=1)=[O:11])[CH2:3]2, predict the reactants needed to synthesize it. The reactants are: Cl.[N:2]12[CH2:9][CH2:8][CH:5]([CH2:6][CH2:7]1)[CH:4]([C:10]([OH:12])=[O:11])[CH2:3]2.C(Cl)CCl.C1C=CC2N(O)N=NC=2C=1.[F:27][C:28]1[CH:29]=[C:30]([CH:35]([C:37]2[CH:42]=[CH:41][CH:40]=[CH:39][CH:38]=2)O)[CH:31]=[CH:32][C:33]=1[F:34].C(N(CC)CC)C. (9) Given the product [Cl:1][C:2]1[CH:3]=[C:4]([C:8]2[CH:9]=[C:10]([CH2:16][C:17]3[CH:22]=[N:21][C:20]([O:23][CH:25]([F:33])[F:24])=[N:19][CH:18]=3)[CH:11]=[N:12][C:13]=2[O:14][CH3:15])[CH:5]=[CH:6][CH:7]=1, predict the reactants needed to synthesize it. The reactants are: [Cl:1][C:2]1[CH:3]=[C:4]([C:8]2[CH:9]=[C:10]([CH2:16][C:17]3[CH:18]=[N:19][C:20]([OH:23])=[N:21][CH:22]=3)[CH:11]=[N:12][C:13]=2[O:14][CH3:15])[CH:5]=[CH:6][CH:7]=1.[F:24][C:25]([F:33])(S(F)(=O)=O)C(O)=O.C([O-])([O-])=O.[Na+].[Na+]. (10) Given the product [Cl:1][C:2]1[C:3]([O:15][CH3:16])=[CH:4][C:5]([N+:12]([O-:14])=[O:13])=[C:6]([NH2:8])[CH:7]=1, predict the reactants needed to synthesize it. The reactants are: [Cl:1][C:2]1[C:3]([O:15][CH3:16])=[CH:4][C:5]([N+:12]([O-:14])=[O:13])=[C:6]([NH:8]C(=O)C)[CH:7]=1.C[O-].[Na+].